Regression. Given a peptide amino acid sequence and an MHC pseudo amino acid sequence, predict their binding affinity value. This is MHC class I binding data. From a dataset of Peptide-MHC class I binding affinity with 185,985 pairs from IEDB/IMGT. (1) The peptide sequence is YISRDELWAR. The MHC is HLA-A03:01 with pseudo-sequence HLA-A03:01. The binding affinity (normalized) is 0.0620. (2) The peptide sequence is HLMSDNPKA. The MHC is HLA-A02:02 with pseudo-sequence HLA-A02:02. The binding affinity (normalized) is 0.626.